Predict the reaction yield, written as a fraction of the theoretical maximum amount of product (1.0 means a 100% yield; for example, 0.34 means a 34% yield). From a dataset of Reaction yield outcomes from USPTO patents with 853,638 reactions. (1) The reactants are [Br:1][C:2]1[CH:3]=[C:4]([C:9]([C:13]2[CH:18]=[CH:17][C:16](OC)=[CH:15][CH:14]=2)=[CH:10]OC)[C:5]([NH2:8])=[N:6][CH:7]=1.Cl(O)(=O)(=O)=O.[O:26]1CCOC[CH2:27]1. No catalyst specified. The product is [Br:1][C:2]1[CH:3]=[C:4]2[C:9]([C:13]3[CH:14]=[CH:15][CH:16]=[CH:17][C:18]=3[O:26][CH3:27])=[CH:10][NH:8][C:5]2=[N:6][CH:7]=1. The yield is 0.820. (2) The reactants are [CH2:1]([O:8][C:9]1[CH:14]=[CH:13][C:12]([CH2:15][C@H:16]([OH:20])[C:17]([OH:19])=[O:18])=[CH:11][CH:10]=1)[C:2]1[CH:7]=[CH:6][CH:5]=[CH:4][CH:3]=1.CO[C:23](OC)([CH3:25])[CH3:24].C1(C)C=CC(S([O-])(=O)=O)=CC=1.[NH+]1C=CC=CC=1. The catalyst is C(Cl)(Cl)Cl.O. The product is [CH2:1]([O:8][C:9]1[CH:14]=[CH:13][C:12]([CH2:15][C@@H:16]2[O:20][C:23]([CH3:25])([CH3:24])[O:18][C:17]2=[O:19])=[CH:11][CH:10]=1)[C:2]1[CH:7]=[CH:6][CH:5]=[CH:4][CH:3]=1. The yield is 0.880. (3) The reactants are [N:1]1([C:7]2[CH:16]=[CH:15][CH:14]=[C:13]3[C:8]=2[C:9]([NH2:18])=[N:10][C:11]([NH2:17])=[N:12]3)[CH2:6][CH2:5][NH:4][CH2:3][CH2:2]1.[CH:19]1[C:28]2[C:23](=[CH:24][CH:25]=[CH:26][CH:27]=2)[CH:22]=[CH:21][C:20]=1[C:29](Cl)=[O:30]. No catalyst specified. The product is [NH2:17][C:11]1[N:10]=[C:9]([NH2:18])[C:8]2[C:13](=[CH:14][CH:15]=[CH:16][C:7]=2[N:1]2[CH2:6][CH2:5][N:4]([C:29]([C:20]3[CH:21]=[CH:22][C:23]4[C:28](=[CH:27][CH:26]=[CH:25][CH:24]=4)[CH:19]=3)=[O:30])[CH2:3][CH2:2]2)[N:12]=1. The yield is 0.770. (4) The reactants are [C:1](Cl)(=[O:4])[CH:2]=[CH2:3].[CH2:6]([O:8][C:9](=[O:17])[C:10]1[CH:15]=[CH:14][C:13]([NH2:16])=[CH:12][CH:11]=1)[CH3:7].C(N(CC)CC)C. The catalyst is ClCCl. The product is [CH2:6]([O:8][C:9](=[O:17])[C:10]1[CH:15]=[CH:14][C:13]([NH:16][C:1](=[O:4])[CH:2]=[CH2:3])=[CH:12][CH:11]=1)[CH3:7]. The yield is 0.760. (5) The yield is 0.300. The catalyst is CN(C=O)C.CN(C1C=CN=CC=1)C. The reactants are [OH:1][CH2:2][C:3]1[CH:16]=[CH:15][C:14]2[O:13][C:12]3[C:7]4=[C:8]([C:17](=[O:20])[NH:18][N:19]=[C:6]4[C:5]=2[CH:4]=1)[CH:9]=[CH:10][CH:11]=3.[CH3:21][N:22]([CH3:27])[CH2:23][C:24](O)=[O:25].C(Cl)CCl. The product is [O:20]=[C:17]1[C:8]2[CH:9]=[CH:10][CH:11]=[C:12]3[O:13][C:14]4[CH:15]=[CH:16][C:3]([CH2:2][O:1][C:24](=[O:25])[CH2:23][N:22]([CH3:27])[CH3:21])=[CH:4][C:5]=4[C:6]([C:7]=23)=[N:19][NH:18]1. (6) The reactants are [C:1]([O:5][C:6]([N:8]1[CH2:13][CH2:12][CH:11]([C:14]2[CH:19]=[CH:18][C:17]([NH2:20])=[C:16]([C:21]3[CH2:22][CH2:23][S:24][CH2:25][CH:26]=3)[CH:15]=2)[CH2:10][CH2:9]1)=[O:7])([CH3:4])([CH3:3])[CH3:2].[K+].[C:28]([C:30]1[N:31]=[C:32]([C:43]([O-])=[O:44])[N:33]([CH2:35][O:36][CH2:37][CH2:38][Si:39]([CH3:42])([CH3:41])[CH3:40])[CH:34]=1)#[N:29].C1CN([P+](Br)(N2CCCC2)N2CCCC2)CC1.F[P-](F)(F)(F)(F)F.CCN(C(C)C)C(C)C. The catalyst is CN(C=O)C.CCOC(C)=O. The product is [C:1]([O:5][C:6]([N:8]1[CH2:9][CH2:10][CH:11]([C:14]2[CH:19]=[CH:18][C:17]([NH:20][C:43]([C:32]3[N:33]([CH2:35][O:36][CH2:37][CH2:38][Si:39]([CH3:42])([CH3:41])[CH3:40])[CH:34]=[C:30]([C:28]#[N:29])[N:31]=3)=[O:44])=[C:16]([C:21]3[CH2:26][CH2:25][S:24][CH2:23][CH:22]=3)[CH:15]=2)[CH2:12][CH2:13]1)=[O:7])([CH3:4])([CH3:2])[CH3:3]. The yield is 0.850. (7) The reactants are Br[C:2]1[CH:7]=[CH:6][C:5]([S:8]([NH:11][C:12]2[CH:17]=[CH:16][N:15]=[CH:14][N:13]=2)(=[O:10])=[O:9])=[CH:4][CH:3]=1.[CH3:18][C@@H:19]1[CH2:24][NH:23][CH2:22][CH2:21][NH:20]1.O(C(C)(C)C)[Na]. The catalyst is C1(C)C=CC=CC=1. The product is [CH3:18][C@H:19]1[NH:20][CH2:21][CH2:22][N:23]([C:2]2[CH:7]=[CH:6][C:5]([S:8]([NH:11][C:12]3[CH:17]=[CH:16][N:15]=[CH:14][N:13]=3)(=[O:10])=[O:9])=[CH:4][CH:3]=2)[CH2:24]1. The yield is 1.00.